Dataset: Forward reaction prediction with 1.9M reactions from USPTO patents (1976-2016). Task: Predict the product of the given reaction. (1) Given the reactants [O:1]1[CH2:6][CH2:5][N:4]([C:7]2[CH:12]=[CH:11][C:10]([C:13]3[N:22]=[C:21]([N:23]4[CH2:27][CH2:26][C@@H:25]([CH2:28][NH2:29])[CH2:24]4)[C:20]4[C:15](=[N:16][CH:17]=[CH:18][N:19]=4)[CH:14]=3)=[CH:9][CH:8]=2)[CH2:3][CH2:2]1.CCN(CC)CC.[CH3:37][S:38](Cl)(=[O:40])=[O:39], predict the reaction product. The product is: [O:1]1[CH2:2][CH2:3][N:4]([C:7]2[CH:12]=[CH:11][C:10]([C:13]3[N:22]=[C:21]([N:23]4[CH2:27][CH2:26][C@@H:25]([CH2:28][NH:29][S:38]([CH3:37])(=[O:40])=[O:39])[CH2:24]4)[C:20]4[C:15](=[N:16][CH:17]=[CH:18][N:19]=4)[CH:14]=3)=[CH:9][CH:8]=2)[CH2:5][CH2:6]1. (2) The product is: [O:27]=[C:13]1[C:6]2[C:10]([CH:9]=[CH:8][N:7]=2)=[N:11][C:12]1=[O:14]. Given the reactants S1C=CC=C1[C:6]1[NH:7][C:8](=O)[C:9]2[C:13]=1[C:12](=[O:14])[NH:11][C:10]=2C1SC=CC=1.BrN1C(=[O:27])CCC1=O.ClCCl, predict the reaction product. (3) Given the reactants [C:1]([C:4]1[CH:11]=[CH:10][C:7]([C:8]#[N:9])=[CH:6][CH:5]=1)(=[O:3])[CH3:2].CO.C(O)=O.C(N(CC)CC)C.NCCNCCNCCN, predict the reaction product. The product is: [OH:3][C@@H:1]([C:4]1[CH:11]=[CH:10][C:7]([C:8]#[N:9])=[CH:6][CH:5]=1)[CH3:2].